From a dataset of Full USPTO retrosynthesis dataset with 1.9M reactions from patents (1976-2016). Predict the reactants needed to synthesize the given product. (1) Given the product [NH:1]1[CH2:2][CH2:3][CH:4]([C:7]2[CH:15]=[CH:14][CH:13]=[C:12]3[C:8]=2[C:9](=[CH:26][C:18]2[NH:17][C:25]4[CH2:24][CH2:23][CH2:22][CH2:21][C:20]=4[CH:19]=2)[C:10](=[O:16])[NH:11]3)[CH2:5][CH2:6]1, predict the reactants needed to synthesize it. The reactants are: [NH:1]1[CH2:6][CH2:5][CH:4]([C:7]2[CH:15]=[CH:14][CH:13]=[C:12]3[C:8]=2[CH2:9][C:10](=[O:16])[NH:11]3)[CH2:3][CH2:2]1.[NH:17]1[C:25]2[CH2:24][CH2:23][CH2:22][CH2:21][C:20]=2[CH:19]=[C:18]1[CH:26]=O. (2) Given the product [CH2:20]1[C:21]2[C:26](=[CH:25][CH:24]=[CH:23][CH:22]=2)[CH2:34][CH:19]1[CH2:18][CH2:17][N:16]([C@H:27]1[CH2:28][CH2:29][C@H:30]([CH3:33])[CH2:31][CH2:32]1)[C:14](=[O:15])[NH:13][C:11]1[S:12][C:8]([S:7][CH2:2][C:3]([OH:5])=[O:4])=[CH:9][N:10]=1, predict the reactants needed to synthesize it. The reactants are: C[C:2]([S:7][C:8]1[S:12][C:11]([NH:13][C:14]([N:16]([C@H:27]2[CH2:32][CH2:31][C@H:30]([CH3:33])[CH2:29][CH2:28]2)[CH2:17][CH2:18][CH2:19][CH2:20][C:21]2[CH:26]=[CH:25][CH:24]=[CH:23][CH:22]=2)=[O:15])=[N:10][CH:9]=1)(C)[C:3]([OH:5])=[O:4].[CH2:34]1C2C(=CC=CC=2)CC1CCO.C(OC(=O)CSC1SC(N)=NC=1)C.